Dataset: Forward reaction prediction with 1.9M reactions from USPTO patents (1976-2016). Task: Predict the product of the given reaction. (1) Given the reactants [CH3:1][C:2]1[CH:3]=[CH:4][C:5]([NH:8][C:9]([NH2:11])=[S:10])=[N:6][CH:7]=1.Br[CH2:13][C:14]([C:16]1[CH:17]=[C:18]([CH:21]=[CH:22][CH:23]=1)[C:19]#[N:20])=O, predict the reaction product. The product is: [CH3:1][C:2]1[CH:3]=[CH:4][C:5]([NH:8][C:9]2[S:10][CH:13]=[C:14]([C:16]3[CH:17]=[C:18]([CH:21]=[CH:22][CH:23]=3)[C:19]#[N:20])[N:11]=2)=[N:6][CH:7]=1. (2) Given the reactants [CH:1]([O:4][C:5]([N:7]1[CH2:12][CH2:11][N:10]([C:13]2[CH:14]=[CH:15][C:16]3[N:17]([C:19](Br)=[CH:20][N:21]=3)[N:18]=2)[CH2:9][CH2:8]1)=[O:6])([CH3:3])[CH3:2].[C:23]1(B(O)O)[CH:28]=[CH:27][CH:26]=[CH:25][CH:24]=1.O.[O-]P([O-])([O-])=O.[K+].[K+].[K+].[Cl:41]CCl.N#N, predict the reaction product. The product is: [ClH:41].[CH:1]([O:4][C:5]([N:7]1[CH2:12][CH2:11][N:10]([C:13]2[CH:14]=[CH:15][C:16]3[N:17]([C:19]([C:23]4[CH:28]=[CH:27][CH:26]=[CH:25][CH:24]=4)=[CH:20][N:21]=3)[N:18]=2)[CH2:9][CH2:8]1)=[O:6])([CH3:3])[CH3:2].